From a dataset of Full USPTO retrosynthesis dataset with 1.9M reactions from patents (1976-2016). Predict the reactants needed to synthesize the given product. (1) Given the product [C:1]([OH:5])(=[O:4])[CH:2]=[CH2:3].[CH2:6]=[CH:7][C:8]1[CH:13]=[CH:12][CH:11]=[CH:10][CH:9]=1, predict the reactants needed to synthesize it. The reactants are: [C:1]([OH:5])(=[O:4])[CH:2]=[CH2:3].[CH2:6]=[CH:7][C:8]1[CH:13]=[CH:12][CH:11]=[CH:10][CH:9]=1. (2) Given the product [N:2]([CH2:11][C:12]1[O:13][CH2:14][CH2:15][CH2:16][CH:17]=1)=[N+:3]=[N-:4], predict the reactants needed to synthesize it. The reactants are: O.[N-:2]=[N+:3]=[N-:4].[Na+].CS(O[CH2:11][C:12]1[O:13][CH2:14][CH2:15][CH2:16][CH:17]=1)(=O)=O. (3) Given the product [Cl:19][CH2:20][CH2:21][C:22]([C:4]1[CH:5]=[C:6]2[C:11](=[C:2]([Cl:1])[CH:3]=1)[NH:10][C:9](=[O:12])[CH2:8][C:7]2([CH3:14])[CH3:13])=[O:23], predict the reactants needed to synthesize it. The reactants are: [Cl:1][C:2]1[CH:3]=[CH:4][CH:5]=[C:6]2[C:11]=1[NH:10][C:9](=[O:12])[CH2:8][C:7]2([CH3:14])[CH3:13].[Cl-].[Al+3].[Cl-].[Cl-].[Cl:19][CH2:20][CH2:21][C:22](Cl)=[O:23].